This data is from Full USPTO retrosynthesis dataset with 1.9M reactions from patents (1976-2016). The task is: Predict the reactants needed to synthesize the given product. (1) Given the product [F:1][C:2]1[CH:3]=[C:4]2[C:8](=[CH:9][CH:10]=1)[NH:7][CH:6]=[C:5]2[CH2:11][CH2:12][NH:13][C:20]([C:19]1[S:18][C:17]([C:23]2[CH:28]=[CH:27][C:26]([CH3:29])=[CH:25][CH:24]=2)=[N:16][C:15]=1[CH3:14])=[O:21], predict the reactants needed to synthesize it. The reactants are: [F:1][C:2]1[CH:3]=[C:4]2[C:8](=[CH:9][CH:10]=1)[NH:7][CH:6]=[C:5]2[CH2:11][CH2:12][NH2:13].[CH3:14][C:15]1[N:16]=[C:17]([C:23]2[CH:28]=[CH:27][C:26]([CH3:29])=[CH:25][CH:24]=2)[S:18][C:19]=1[C:20](O)=[O:21].CN(C(ON1N=NC2C=CC=NC1=2)=[N+](C)C)C.F[P-](F)(F)(F)(F)F.C(N(CC)C(C)C)(C)C. (2) Given the product [Cl:18][C:12]1[CH:13]=[C:14]([Cl:17])[CH:15]=[CH:16][C:11]=1[C:10]1[C:6]([C:4]([OH:5])=[O:3])=[N:7][NH:8][CH:9]=1, predict the reactants needed to synthesize it. The reactants are: C([O:3][C:4]([C:6]1[C:10]([C:11]2[CH:16]=[CH:15][C:14]([Cl:17])=[CH:13][C:12]=2[Cl:18])=[CH:9][NH:8][N:7]=1)=[O:5])C.O.[OH-].[Li+]. (3) Given the product [CH2:4]([C:6]1[CH:7]=[C:8]([O:24][C:25]2[CH:26]=[N:27][C:28]([S:31]([CH3:34])(=[O:33])=[O:32])=[CH:29][CH:30]=2)[CH:9]=[C:10]2[C:14]=1[NH:13][C:12]([C:15]1[S:16][CH:17]([CH2:20][C:21]([NH:36][CH3:40])=[O:23])[CH2:18][N:19]=1)=[CH:11]2)[CH3:5], predict the reactants needed to synthesize it. The reactants are: Cl.CN.[CH2:4]([C:6]1[CH:7]=[C:8]([O:24][C:25]2[CH:26]=[N:27][C:28]([S:31]([CH3:34])(=[O:33])=[O:32])=[CH:29][CH:30]=2)[CH:9]=[C:10]2[C:14]=1[NH:13][C:12]([C:15]1[S:16][CH:17]([CH2:20][C:21]([OH:23])=O)[CH2:18][N:19]=1)=[CH:11]2)[CH3:5].O[N:36]1[C:40]2C=CC=CC=2N=N1.Cl.C(N=C=NCCCN(C)C)C. (4) Given the product [C:25]([NH:17][C:16]1[NH:15][C:13](=[O:14])[C:12]2[N:11]=[CH:10][N:9]([C:19]=2[N:18]=1)[C@@H:1]1[O:8][C@H:5]([CH2:6][OH:7])[C@@H:3]([OH:4])[CH2:2]1)(=[O:29])[CH:26]([CH3:28])[CH3:27], predict the reactants needed to synthesize it. The reactants are: [C@@H:1]1([N:9]2[C:19]3[N:18]=[C:16]([NH2:17])[NH:15][C:13](=[O:14])[C:12]=3[N:11]=[CH:10]2)[O:8][C@H:5]([CH2:6][OH:7])[C@@H:3]([OH:4])[CH2:2]1.C[Si](C)(C)Cl.[C:25](O[C:25](=[O:29])[CH:26]([CH3:28])[CH3:27])(=[O:29])[CH:26]([CH3:28])[CH3:27].N. (5) The reactants are: [Cl:1][C:2]1[C:10]2[N:9]=[C:8]3[N:11]([C:15]4[CH:20]=[CH:19][C:18]([O:21][CH3:22])=[CH:17][C:16]=4[CH3:23])[CH2:12][CH2:13][CH2:14][N:7]3[C:6]=2[C:5]([CH:24]([CH:26]2[CH2:28][CH2:27]2)[OH:25])=[CH:4][CH:3]=1.C(P(CCCC)CCCC)CCC.N(C(N1CCCCC1)=O)=NC(N1CCCCC1)=O.[F:60][C:61]([F:65])([F:64])[CH2:62]O. Given the product [Cl:1][C:2]1[C:10]2[N:9]=[C:8]3[N:11]([C:15]4[CH:20]=[CH:19][C:18]([O:21][CH3:22])=[CH:17][C:16]=4[CH3:23])[CH2:12][CH2:13][CH2:14][N:7]3[C:6]=2[C:5]([CH:24]([CH:26]2[CH2:28][CH2:27]2)[O:25][CH2:62][C:61]([F:65])([F:64])[F:60])=[CH:4][CH:3]=1, predict the reactants needed to synthesize it. (6) Given the product [CH3:22][O:21][C:18]1[CH:19]=[C:20]2[C:15](=[CH:16][CH:17]=1)[NH:14][C:13](=[O:23])[C:12]2=[CH:11][C:10]1[NH:9][CH:8]=[C:7]([CH3:27])[C:6]=1[CH2:5][CH2:4][C:1]([OH:3])=[O:2], predict the reactants needed to synthesize it. The reactants are: [C:1]([CH2:4][CH2:5][C:6]1[C:7]([CH3:27])=[C:8](C(O)=O)[NH:9][C:10]=1[CH:11]=[C:12]1[C:20]2[C:15](=[CH:16][CH:17]=[C:18]([O:21][CH3:22])[CH:19]=2)[NH:14][C:13]1=[O:23])([OH:3])=[O:2].[OH-].[K+].O.Cl. (7) Given the product [OH:1][C:2]1[CH:3]=[CH:4][C:5]([C:6]([NH:20][CH2:19][C:18]2[CH:17]=[CH:16][C:15]([N+:12]([O-:14])=[O:13])=[CH:22][CH:21]=2)=[O:8])=[CH:9][CH:10]=1, predict the reactants needed to synthesize it. The reactants are: [OH:1][C:2]1[CH:10]=[CH:9][C:5]([C:6]([OH:8])=O)=[CH:4][CH:3]=1.Cl.[N+:12]([C:15]1[CH:22]=[CH:21][C:18]([CH2:19][NH2:20])=[CH:17][CH:16]=1)([O-:14])=[O:13].C(N(CC)CC)C.CCN=C=NCCCN(C)C.C1C=CC2N(O)N=NC=2C=1.